From a dataset of Forward reaction prediction with 1.9M reactions from USPTO patents (1976-2016). Predict the product of the given reaction. (1) The product is: [N:29]([C@H:7]1[C@@H:3]([O:2][CH3:1])[CH2:4][N:5]([C:19]([O:21][CH2:22][C:23]2[CH:28]=[CH:27][CH:26]=[CH:25][CH:24]=2)=[O:20])[CH2:6]1)=[N+:30]=[N-:31]. Given the reactants [CH3:1][O:2][C@H:3]1[C@H:7](OS(C2C=CC(C)=CC=2)(=O)=O)[CH2:6][N:5]([C:19]([O:21][CH2:22][C:23]2[CH:28]=[CH:27][CH:26]=[CH:25][CH:24]=2)=[O:20])[CH2:4]1.[N-:29]=[N+:30]=[N-:31].[Na+], predict the reaction product. (2) Given the reactants C(O[C:6]([N:8](C)[CH2:9][C:10]([NH:12][CH2:13][CH2:14][CH2:15][P+:16]([C:29]1[CH:34]=[CH:33][CH:32]=[CH:31][CH:30]=1)([C:23]1[CH:28]=[CH:27][CH:26]=[CH:25][CH:24]=1)[C:17]1[CH:22]=[CH:21][CH:20]=[CH:19][CH:18]=1)=[O:11])=O)(C)(C)C.[Cl-:36].Cl.C(OCC)C.N, predict the reaction product. The product is: [CH3:6][NH:8][CH2:9][C:10]([NH:12][CH2:13][CH2:14][CH2:15][P+:16]([C:29]1[CH:34]=[CH:33][CH:32]=[CH:31][CH:30]=1)([C:23]1[CH:24]=[CH:25][CH:26]=[CH:27][CH:28]=1)[C:17]1[CH:22]=[CH:21][CH:20]=[CH:19][CH:18]=1)=[O:11].[Cl-:36]. (3) Given the reactants [C:1]([O:5][C:6]([N:8]1[CH2:13][CH2:12][C:11]([C:15](=O)[NH2:16])([F:14])[CH2:10][CH2:9]1)=[O:7])([CH3:4])([CH3:3])[CH3:2].FC1C([O:25][C:26]([C:28]2[N:29]=[N:30][C:31]([CH2:47][CH2:48][CH2:49][CH3:50])=[C:32]([C:34]3[CH:39]=[CH:38][C:37]([O:40][CH:41]4[CH2:46][CH2:45][CH2:44][CH2:43][CH2:42]4)=[CH:36][CH:35]=3)[CH:33]=2)=O)=C(F)C(F)=C(F)C=1F, predict the reaction product. The product is: [C:1]([O:5][C:6]([N:8]1[CH2:13][CH2:12][C:11]([CH2:15][NH:16][C:26]([C:28]2[N:29]=[N:30][C:31]([CH2:47][CH2:48][CH2:49][CH3:50])=[C:32]([C:34]3[CH:39]=[CH:38][C:37]([O:40][CH:41]4[CH2:42][CH2:43][CH2:44][CH2:45][CH2:46]4)=[CH:36][CH:35]=3)[CH:33]=2)=[O:25])([F:14])[CH2:10][CH2:9]1)=[O:7])([CH3:4])([CH3:3])[CH3:2]. (4) Given the reactants Br[C:2]1[CH:3]=[C:4]([CH:27]=[CH:28][CH:29]=1)[C:5]([NH:7][C:8]1[C:17]2[C:12](=[CH:13][CH:14]=[CH:15][CH:16]=2)[C:11]([O:18][CH2:19][CH2:20][N:21]2[CH2:26][CH2:25][O:24][CH2:23][CH2:22]2)=[CH:10][CH:9]=1)=[O:6].C(=O)([O-])[O-].[Cs+].[Cs+].[NH:36]1[CH2:41][CH2:40][CH2:39][CH2:38][CH2:37]1, predict the reaction product. The product is: [N:21]1([CH2:20][CH2:19][O:18][C:11]2[C:12]3[C:17](=[CH:16][CH:15]=[CH:14][CH:13]=3)[C:8]([NH:7][C:5](=[O:6])[C:4]3[CH:27]=[CH:28][CH:29]=[C:2]([N:36]4[CH2:41][CH2:40][CH2:39][CH2:38][CH2:37]4)[CH:3]=3)=[CH:9][CH:10]=2)[CH2:26][CH2:25][O:24][CH2:23][CH2:22]1. (5) Given the reactants [F:1][C:2]1[C:3]([C:27]([OH:29])=O)=[CH:4][C:5]2[N:9]=[C:8]([NH:10][C:11]3[S:12][C:13]4[CH:19]=[C:18]([O:20][C:21]([F:24])([F:23])[F:22])[CH:17]=[CH:16][C:14]=4[N:15]=3)[N:7]([CH3:25])[C:6]=2[CH:26]=1.[CH2:30]([O:32][CH2:33][CH2:34][NH2:35])[CH3:31].CN(C(ON1N=NC2C=CC=CC1=2)=[N+](C)C)C.F[P-](F)(F)(F)(F)F.CCN(C(C)C)C(C)C, predict the reaction product. The product is: [CH2:30]([O:32][CH2:33][CH2:34][NH:35][C:27]([C:3]1[C:2]([F:1])=[CH:26][C:6]2[N:7]([CH3:25])[C:8]([NH:10][C:11]3[S:12][C:13]4[CH:19]=[C:18]([O:20][C:21]([F:22])([F:24])[F:23])[CH:17]=[CH:16][C:14]=4[N:15]=3)=[N:9][C:5]=2[CH:4]=1)=[O:29])[CH3:31]. (6) Given the reactants [C:1]([N:8]1[CH2:13][CH2:12][CH:11]([CH2:14][CH2:15][CH2:16][C:17]([N:19]([CH2:44][CH3:45])[CH2:20][C:21]([NH:23][C@H:24]([C:29]([NH:31][C@H:32]([C:40]([O:42]C)=[O:41])[CH2:33][CH:34]2[CH2:39][CH2:38][CH2:37][CH2:36][CH2:35]2)=[O:30])[CH2:25][C:26](=[O:28])[OH:27])=[O:22])=[O:18])[CH2:10][CH2:9]1)([O:3][C:4]([CH3:7])([CH3:6])[CH3:5])=[O:2].[OH-].[Na+].Cl, predict the reaction product. The product is: [C:1]([N:8]1[CH2:9][CH2:10][CH:11]([CH2:14][CH2:15][CH2:16][C:17]([N:19]([CH2:44][CH3:45])[CH2:20][C:21]([NH:23][C@H:24]([C:29]([NH:31][C@H:32]([C:40]([OH:42])=[O:41])[CH2:33][CH:34]2[CH2:39][CH2:38][CH2:37][CH2:36][CH2:35]2)=[O:30])[CH2:25][C:26](=[O:27])[OH:28])=[O:22])=[O:18])[CH2:12][CH2:13]1)([O:3][C:4]([CH3:6])([CH3:5])[CH3:7])=[O:2]. (7) Given the reactants [C:1]([O:5][C:6](=[O:36])[NH:7][C:8]1([C:12]2[CH:17]=[CH:16][C:15]([C:18]3[C:27](=[O:28])[C:26]4[C:21](=[CH:22][CH:23]=[C:24](F)[CH:25]=4)[O:20][C:19]=3[C:30]3[CH:35]=[CH:34][CH:33]=[CH:32][CH:31]=3)=[CH:14][CH:13]=2)[CH2:11][CH2:10][CH2:9]1)([CH3:4])([CH3:3])[CH3:2].IC1C(=O)C2C=[C:48]3[C:43]([O:44]CC[O:47]3)=CC=2OC=1C1C=CC=CC=1, predict the reaction product. The product is: [C:1]([O:5][C:6](=[O:36])[NH:7][C:8]1([C:12]2[CH:17]=[CH:16][C:15]([C:18]3[C:27](=[O:28])[C:26]4[CH:25]=[C:24]5[C:23]([O:44][CH2:43][CH2:48][O:47]5)=[CH:22][C:21]=4[O:20][C:19]=3[C:30]3[CH:35]=[CH:34][CH:33]=[CH:32][CH:31]=3)=[CH:14][CH:13]=2)[CH2:11][CH2:10][CH2:9]1)([CH3:4])([CH3:3])[CH3:2]. (8) Given the reactants [CH3:1][C:2]([CH3:5])([O-])[CH3:3].[K+].[Si:7]([O:14][C:15]1[CH:20]=[C:19]([O:21][Si:22]([C:25]([CH3:28])([CH3:27])[CH3:26])([CH3:24])[CH3:23])[CH:18]=[CH:17][C:16]=1C1CCC(=O)CC1)([C:10]([CH3:13])([CH3:12])[CH3:11])([CH3:9])[CH3:8].[Cl-].[NH4+].[CH2:38]1[CH2:42]OC[CH2:39]1, predict the reaction product. The product is: [C:25]([Si:22]([O:21][C:19]1[CH:18]=[CH:17][C:16]([CH:38]2[CH2:42][CH2:3][C:2](=[CH2:5])[CH2:1][CH2:39]2)=[C:15]([O:14][Si:7]([C:10]([CH3:11])([CH3:13])[CH3:12])([CH3:9])[CH3:8])[CH:20]=1)([CH3:24])[CH3:23])([CH3:26])([CH3:27])[CH3:28]. (9) Given the reactants [F:1][C:2]1[C:3]([C:10]2[CH:32]=[CH:31][C:13]([C:14]([NH:16][C:17]3[CH:22]=[CH:21][CH:20]=[CH:19][C:18]=3[NH:23][C:24](=[O:30])[O:25][C:26]([CH3:29])([CH3:28])[CH3:27])=[O:15])=[CH:12][CH:11]=2)=[N:4][CH:5]=[C:6]([CH2:8]O)[CH:7]=1.C(N(CC)CC)C.CS(Cl)(=O)=O.[CH:45]([N:48]1[CH2:53][CH2:52][NH:51][CH2:50][CH2:49]1)([CH3:47])[CH3:46], predict the reaction product. The product is: [F:1][C:2]1[C:3]([C:10]2[CH:11]=[CH:12][C:13]([C:14]([NH:16][C:17]3[CH:22]=[CH:21][CH:20]=[CH:19][C:18]=3[NH:23][C:24](=[O:30])[O:25][C:26]([CH3:28])([CH3:29])[CH3:27])=[O:15])=[CH:31][CH:32]=2)=[N:4][CH:5]=[C:6]([CH2:8][N:51]2[CH2:52][CH2:53][N:48]([CH:45]([CH3:47])[CH3:46])[CH2:49][CH2:50]2)[CH:7]=1.